This data is from Reaction yield outcomes from USPTO patents with 853,638 reactions. The task is: Predict the reaction yield, written as a fraction of the theoretical maximum amount of product (1.0 means a 100% yield; for example, 0.34 means a 34% yield). (1) The reactants are [H-].[Al+3].[Li+].[H-].[H-].[H-].[NH2:7][C:8]1[CH:9]=[N:10][CH:11]=[C:12]([CH:18]=1)[C:13](OCC)=[O:14]. The catalyst is O1CCCC1. The product is [NH2:7][C:8]1[CH:18]=[C:12]([CH2:13][OH:14])[CH:11]=[N:10][CH:9]=1. The yield is 0.540. (2) The reactants are [CH3:1][O:2][C:3]1[CH:4]=[C:5]([NH:14][C:15](=[O:34])[CH:16]([N:21]2[CH2:25][CH2:24][CH:23]([NH:26]C(=O)OC(C)(C)C)[CH2:22]2)[CH2:17][CH:18]([CH3:20])[CH3:19])[CH:6]=[CH:7][C:8]=1[C:9]1[O:13][CH:12]=[N:11][CH:10]=1.C(O)(C(F)(F)F)=O. The catalyst is C(Cl)Cl. The product is [NH2:26][CH:23]1[CH2:24][CH2:25][N:21]([CH:16]([CH2:17][CH:18]([CH3:20])[CH3:19])[C:15]([NH:14][C:5]2[CH:6]=[CH:7][C:8]([C:9]3[O:13][CH:12]=[N:11][CH:10]=3)=[C:3]([O:2][CH3:1])[CH:4]=2)=[O:34])[CH2:22]1. The yield is 0.600. (3) The reactants are Br[C:2]1[C:10]2[C:9]([NH:11][C@H:12]([C:14]3[N:19]([C:20]4[CH:25]=[CH:24][CH:23]=[CH:22][CH:21]=4)[C:18](=[O:26])[C:17]4=[C:27]([CH3:30])[CH:28]=[CH:29][N:16]4[N:15]=3)[CH3:13])=[N:8][CH:7]=[N:6][C:5]=2[N:4]([CH2:31][O:32][CH2:33][CH2:34][Si:35]([CH3:38])([CH3:37])[CH3:36])[CH:3]=1.[OH:39][C:40]1[C:45](B2OC(C)(C)C(C)(C)O2)=[CH:44][CH:43]=[CH:42][C:41]=1[NH:55][S:56]([CH3:59])(=[O:58])=[O:57].C(=O)([O-])[O-].[Na+].[Na+]. The catalyst is Cl[Pd](Cl)([P](C1C=CC=CC=1)(C1C=CC=CC=1)C1C=CC=CC=1)[P](C1C=CC=CC=1)(C1C=CC=CC=1)C1C=CC=CC=1. The product is [OH:39][C:40]1[C:45]([C:2]2[C:10]3[C:9]([NH:11][CH:12]([C:14]4[N:19]([C:20]5[CH:25]=[CH:24][CH:23]=[CH:22][CH:21]=5)[C:18](=[O:26])[C:17]5=[C:27]([CH3:30])[CH:28]=[CH:29][N:16]5[N:15]=4)[CH3:13])=[N:8][CH:7]=[N:6][C:5]=3[N:4]([CH2:31][O:32][CH2:33][CH2:34][Si:35]([CH3:38])([CH3:37])[CH3:36])[CH:3]=2)=[CH:44][CH:43]=[CH:42][C:41]=1[NH:55][S:56]([CH3:59])(=[O:58])=[O:57]. The yield is 0.150. (4) The reactants are Br[C:2]1[CH:7]=[CH:6][CH:5]=[CH:4][N:3]=1.[Li]CCCC.[NH:13]1[C:17]2[CH:18]=[CH:19][S:20][C:16]=2[C:15]([C:21]2[NH:22][C:23]3[C:28]([CH:29]=2)=[CH:27][C:26]([C:30](=[O:33])[CH2:31][CH3:32])=[CH:25][CH:24]=3)=[N:14]1.CO. The catalyst is O1CCCC1. The product is [N:3]1[CH:4]=[CH:5][CH:6]=[CH:7][C:2]=1[C:30]([C:26]1[CH:27]=[C:28]2[C:23](=[CH:24][CH:25]=1)[NH:22][C:21]([C:15]1[C:16]3[S:20][CH:19]=[CH:18][C:17]=3[NH:13][N:14]=1)=[CH:29]2)([OH:33])[CH2:31][CH3:32]. The yield is 0.310. (5) The reactants are CCN(C(C)C)C(C)C.[F:10][C:11]1[CH:16]=[CH:15][C:14]([C:17]2[O:18][C:19]3[CH:29]=[CH:28][C:27]([C:30]4[CH:31]=[C:32]([CH:42]=[CH:43][CH:44]=4)[C:33]([NH:35][C:36]([CH3:41])([CH3:40])[C:37]([OH:39])=O)=[O:34])=[CH:26][C:20]=3[C:21]=2[C:22](=[O:25])[NH:23][CH3:24])=[CH:13][CH:12]=1.[CH3:45][C:46]1[O:50][N:49]=[C:48]([NH2:51])[CH:47]=1.[H-].[Na+]. The catalyst is CN(C=O)C.CO. The product is [F:10][C:11]1[CH:12]=[CH:13][C:14]([C:17]2[O:18][C:19]3[CH:29]=[CH:28][C:27]([C:30]4[CH:44]=[CH:43][CH:42]=[C:32]([C:33](=[O:34])[NH:35][C:36]([CH3:40])([CH3:41])[C:37]([NH:51][C:48]5[CH:47]=[C:46]([CH3:45])[O:50][N:49]=5)=[O:39])[CH:31]=4)=[CH:26][C:20]=3[C:21]=2[C:22]([NH:23][CH3:24])=[O:25])=[CH:15][CH:16]=1. The yield is 0.0900. (6) The reactants are [CH3:1][O:2][C:3](=[O:16])[C:4]1[CH:9]=[C:8](Cl)[N:7]=[C:6]([NH:11][CH:12]([CH2:14][CH3:15])[CH3:13])[CH:5]=1.C(P(C(C)(C)C)C1C=CC=CC=1C1C=CC=CC=1)(C)(C)C.[Na].[S:39]1(=[O:46])(=[O:45])[CH2:44][CH2:43][CH2:42][CH2:41][NH:40]1. The catalyst is C1(C)C=CC=CC=1.C1C=CC(/C=C/C(/C=C/C2C=CC=CC=2)=O)=CC=1.C1C=CC(/C=C/C(/C=C/C2C=CC=CC=2)=O)=CC=1.C1C=CC(/C=C/C(/C=C/C2C=CC=CC=2)=O)=CC=1.[Pd].[Pd]. The product is [CH3:1][O:2][C:3](=[O:16])[C:4]1[CH:9]=[C:8]([N:40]2[CH2:41][CH2:42][CH2:43][CH2:44][S:39]2(=[O:46])=[O:45])[N:7]=[C:6]([NH:11][CH:12]([CH2:14][CH3:15])[CH3:13])[CH:5]=1. The yield is 0.380.